Dataset: Full USPTO retrosynthesis dataset with 1.9M reactions from patents (1976-2016). Task: Predict the reactants needed to synthesize the given product. (1) Given the product [F:27][C:10]([F:9])([F:26])[O:11][C:12]1[CH:17]=[CH:16][CH:15]=[CH:14][C:13]=1[C:18]1[CH:23]=[CH:22][N:21]=[C:20]([C:24](=[N:7][OH:8])[NH2:25])[CH:19]=1, predict the reactants needed to synthesize it. The reactants are: C(=O)([O-])O.[Na+].Cl.[NH2:7][OH:8].[F:9][C:10]([F:27])([F:26])[O:11][C:12]1[CH:17]=[CH:16][CH:15]=[CH:14][C:13]=1[C:18]1[CH:23]=[CH:22][N:21]=[C:20]([C:24]#[N:25])[CH:19]=1. (2) Given the product [CH3:11][O:12][C:13](=[O:25])[C:14]1[CH:19]=[C:18]([S:20](=[O:21])(=[O:22])[NH:10][CH2:9][CH2:8][Br:7])[CH:17]=[CH:16][C:15]=1[CH3:24], predict the reactants needed to synthesize it. The reactants are: C(=O)(O)[O-].[Na+].Br.[Br:7][CH2:8][CH2:9][NH2:10].[CH3:11][O:12][C:13](=[O:25])[C:14]1[CH:19]=[C:18]([S:20](Cl)(=[O:22])=[O:21])[CH:17]=[CH:16][C:15]=1[CH3:24]. (3) Given the product [Cl:1][C:2]1[N:7]=[C:6]([C:8]2[S:32][C:31]([CH:33]3[CH2:38][CH2:37][N:36]([C:39]([O:41][C:42]([CH3:45])([CH3:44])[CH3:43])=[O:40])[CH2:35][CH2:34]3)=[N:30][C:9]=2[C:11]2[CH:16]=[CH:15][CH:14]=[C:13]([NH:17][S:18]([C:21]3[CH:26]=[C:25]([F:27])[CH:24]=[CH:23][C:22]=3[F:28])(=[O:20])=[O:19])[C:12]=2[F:29])[CH:5]=[CH:4][N:3]=1, predict the reactants needed to synthesize it. The reactants are: [Cl:1][C:2]1[N:7]=[C:6]([CH2:8][C:9]([C:11]2[C:12]([F:29])=[C:13]([NH:17][S:18]([C:21]3[CH:26]=[C:25]([F:27])[CH:24]=[CH:23][C:22]=3[F:28])(=[O:20])=[O:19])[CH:14]=[CH:15][CH:16]=2)=O)[CH:5]=[CH:4][N:3]=1.[NH2:30][C:31]([CH:33]1[CH2:38][CH2:37][N:36]([C:39]([O:41][C:42]([CH3:45])([CH3:44])[CH3:43])=[O:40])[CH2:35][CH2:34]1)=[S:32]. (4) Given the product [Cl:19][C:16]1[CH:17]=[CH:18][C:13]([CH:8]([C:5]2[CH:6]=[CH:7][C:2]([C:28]3[CH:29]=[N:30][NH:31][CH:32]=3)=[CH:3][CH:4]=2)[CH2:9][CH2:10][NH:11][CH3:12])=[CH:14][CH:15]=1, predict the reactants needed to synthesize it. The reactants are: Br[C:2]1[CH:7]=[CH:6][C:5]([CH:8]([C:13]2[CH:18]=[CH:17][C:16]([Cl:19])=[CH:15][CH:14]=2)[CH2:9][CH2:10][NH:11][CH3:12])=[CH:4][CH:3]=1.CC1(C)C(C)(C)OB([C:28]2[CH:29]=[N:30][NH:31][CH:32]=2)O1. (5) Given the product [CH3:24][C:18]1[C:19]([CH3:23])=[CH:20][CH:21]=[CH:22][C:17]=1[O:16][CH2:15][CH2:14][CH2:13][C:12]([N:7]1[C:8]2[C:3](=[C:2]([B:31]3[O:35][C:34]([CH3:37])([CH3:36])[C:33]([CH3:39])([CH3:38])[O:32]3)[CH:11]=[CH:10][CH:9]=2)[CH2:4][CH2:5][CH2:6]1)=[O:25], predict the reactants needed to synthesize it. The reactants are: Br[C:2]1[CH:11]=[CH:10][CH:9]=[C:8]2[C:3]=1[CH2:4][CH2:5][CH2:6][N:7]2[C:12](=[O:25])[CH2:13][CH2:14][CH2:15][O:16][C:17]1[CH:22]=[CH:21][CH:20]=[C:19]([CH3:23])[C:18]=1[CH3:24].C([O-])(=O)C.[K+].[B:31]1([B:31]2[O:35][C:34]([CH3:37])([CH3:36])[C:33]([CH3:39])([CH3:38])[O:32]2)[O:35][C:34]([CH3:37])([CH3:36])[C:33]([CH3:39])([CH3:38])[O:32]1. (6) Given the product [Cl:1][C:2]1[CH:7]=[C:6]([F:8])[CH:5]=[CH:4][C:3]=1[NH:9][C:10]1[N:15]2[N:16]=[CH:17][C:18]([S:19]([NH:22][C:42](=[O:43])[NH:41][CH:38]3[CH2:40][CH2:39]3)(=[O:21])=[O:20])=[C:14]2[N:13]=[CH:12][C:11]=1[C:23]([N:25]1[CH2:26][CH2:27][CH:28]([C:31]2[CH:32]=[CH:33][C:34]([F:37])=[CH:35][CH:36]=2)[CH2:29][CH2:30]1)=[O:24], predict the reactants needed to synthesize it. The reactants are: [Cl:1][C:2]1[CH:7]=[C:6]([F:8])[CH:5]=[CH:4][C:3]=1[NH:9][C:10]1[N:15]2[N:16]=[CH:17][C:18]([S:19]([NH2:22])(=[O:21])=[O:20])=[C:14]2[N:13]=[CH:12][C:11]=1[C:23]([N:25]1[CH2:30][CH2:29][CH:28]([C:31]2[CH:36]=[CH:35][C:34]([F:37])=[CH:33][CH:32]=2)[CH2:27][CH2:26]1)=[O:24].[CH:38]1([N:41]=[C:42]=[O:43])[CH2:40][CH2:39]1.